Task: Regression. Given a peptide amino acid sequence and an MHC pseudo amino acid sequence, predict their binding affinity value. This is MHC class I binding data.. Dataset: Peptide-MHC class I binding affinity with 185,985 pairs from IEDB/IMGT (1) The binding affinity (normalized) is 0. The peptide sequence is AAVKAGAAL. The MHC is HLA-A02:01 with pseudo-sequence HLA-A02:01. (2) The peptide sequence is PSWDQMWKCL. The MHC is Patr-B0101 with pseudo-sequence Patr-B0101. The binding affinity (normalized) is 0. (3) The peptide sequence is RPVFSSPPS. The MHC is HLA-B53:01 with pseudo-sequence HLA-B53:01. The binding affinity (normalized) is 0. (4) The peptide sequence is LTGVEAVMY. The MHC is HLA-A30:02 with pseudo-sequence HLA-A30:02. The binding affinity (normalized) is 0.433. (5) The peptide sequence is RPTHKPVTL. The MHC is HLA-A11:01 with pseudo-sequence HLA-A11:01. The binding affinity (normalized) is 0.213. (6) The peptide sequence is IAMGYVVSSF. The MHC is HLA-A30:02 with pseudo-sequence HLA-A30:02. The binding affinity (normalized) is 0.501. (7) The peptide sequence is QPFILYAHI. The MHC is HLA-B35:01 with pseudo-sequence HLA-B35:01. The binding affinity (normalized) is 0.0641. (8) The peptide sequence is FLKNRFEAL. The MHC is HLA-A01:01 with pseudo-sequence HLA-A01:01. The binding affinity (normalized) is 0.0847. (9) The peptide sequence is MSTYGWNIV. The MHC is HLA-A68:02 with pseudo-sequence HLA-A68:02. The binding affinity (normalized) is 0.660.